Task: Predict the product of the given reaction.. Dataset: Forward reaction prediction with 1.9M reactions from USPTO patents (1976-2016) (1) The product is: [F:10][C:7]([F:8])([F:9])[C:6]([NH:24][C:22]1[N:25]=[C:18]2[CH:17]=[CH:16][C:15]([F:14])=[CH:20][N:19]2[CH:21]=1)=[O:11]. Given the reactants [F:8][C:7]([F:10])([F:9])[C:6](O[C:6](=[O:11])[C:7]([F:10])([F:9])[F:8])=[O:11].[F:14][C:15]1[CH:16]=[CH:17]/[C:18](=[N:25]\S(C2C=CC(C)=CC=2)(=O)=O)/[N:19]([CH2:21][C:22]([NH2:24])=O)[CH:20]=1, predict the reaction product. (2) Given the reactants [NH2:1][CH2:2][CH2:3][CH2:4][N:5]([CH3:13])[C:6](=[O:12])[O:7][C:8]([CH3:11])([CH3:10])[CH3:9].[S:14]1[C:18]2[CH:19]=[CH:20][CH:21]=[CH:22][C:17]=2[CH:16]=[C:15]1[C:23]([NH:25][C@H:26]([C:31](O)=[O:32])[CH2:27][CH:28]([CH3:30])[CH3:29])=[O:24].ON1C(=O)C2C=CC=CC=2N=N1.CN1CCOCC1.CCN=C=NCCCN(C)C.Cl, predict the reaction product. The product is: [S:14]1[C:18]2[CH:19]=[CH:20][CH:21]=[CH:22][C:17]=2[CH:16]=[C:15]1[C:23]([NH:25][C@H:26]([C:31]([NH:1][CH2:2][CH2:3][CH2:4][N:5]([CH3:13])[C:6](=[O:12])[O:7][C:8]([CH3:10])([CH3:9])[CH3:11])=[O:32])[CH2:27][CH:28]([CH3:29])[CH3:30])=[O:24]. (3) Given the reactants Br[C:2]1[CH:3]=[C:4]2[C:9](=[CH:10][CH:11]=1)[C:8](=[O:12])[NH:7][N:6]=[C:5]2[Cl:13].[CH3:14][N:15]([CH2:17][C:18]1[CH:19]=[C:20]([CH:23]=[CH:24][CH:25]=1)[CH2:21][NH2:22])[CH3:16].C1C=CC(P(C2C(C3C(P(C4C=CC=CC=4)C4C=CC=CC=4)=CC=C4C=3C=CC=C4)=C3C(C=CC=C3)=CC=2)C2C=CC=CC=2)=CC=1.CC([O-])(C)C.[Na+], predict the reaction product. The product is: [Cl:13][C:5]1[C:4]2[C:9](=[CH:10][CH:11]=[C:2]([NH:22][CH2:21][C:20]3[CH:23]=[CH:24][CH:25]=[C:18]([CH2:17][N:15]([CH3:16])[CH3:14])[CH:19]=3)[CH:3]=2)[C:8](=[O:12])[NH:7][N:6]=1. (4) Given the reactants [CH3:1][N:2]([CH3:22])[C:3]([C:5]1[C:9]2[CH:10]=[C:11]([N:14]3[CH2:19][C@H:18]([CH3:20])[NH:17][C@H:16]([CH3:21])[CH2:15]3)[CH:12]=[CH:13][C:8]=2[O:7][CH:6]=1)=[O:4].C=O.[BH3-][C:26]#N.[Na+], predict the reaction product. The product is: [CH3:1][N:2]([CH3:22])[C:3]([C:5]1[C:9]2[CH:10]=[C:11]([N:14]3[CH2:19][C@H:18]([CH3:20])[N:17]([CH3:26])[C@H:16]([CH3:21])[CH2:15]3)[CH:12]=[CH:13][C:8]=2[O:7][CH:6]=1)=[O:4]. (5) Given the reactants [C:1]1([C:7]2[N:8]=[C:9]3[CH:14]=[C:13]([NH:15][C:16](=[O:22])[O:17][C:18]([CH3:21])([CH3:20])[CH3:19])[CH:12]=[CH:11][N:10]3[CH:23]=2)[CH:6]=[CH:5][CH:4]=[CH:3][CH:2]=1.[H-].[Na+].Br[CH2:27][CH2:28][F:29], predict the reaction product. The product is: [F:29][CH2:28][CH2:27][N:15]([C:13]1[CH:12]=[CH:11][N:10]2[CH:23]=[C:7]([C:1]3[CH:2]=[CH:3][CH:4]=[CH:5][CH:6]=3)[N:8]=[C:9]2[CH:14]=1)[C:16](=[O:22])[O:17][C:18]([CH3:19])([CH3:20])[CH3:21]. (6) Given the reactants [N:1]1[C:10]2[C:5](=[CH:6][C:7]([NH2:11])=[CH:8][CH:9]=2)[CH:4]=[CH:3][CH:2]=1.[C:12]([C:16]1[CH:21]=[CH:20][C:19]([S:22](Cl)(=[O:24])=[O:23])=[CH:18][CH:17]=1)([CH3:15])([CH3:14])[CH3:13], predict the reaction product. The product is: [C:12]([C:16]1[CH:21]=[CH:20][C:19]([S:22]([NH:11][C:7]2[CH:6]=[C:5]3[C:10](=[CH:9][CH:8]=2)[N:1]=[CH:2][CH:3]=[CH:4]3)(=[O:24])=[O:23])=[CH:18][CH:17]=1)([CH3:15])([CH3:13])[CH3:14]. (7) Given the reactants [Br:1][C:2]1[CH:3]=[C:4]([C:14]([OH:16])=O)[C:5]2[CH:6]=[N:7][N:8]([CH:11]([CH3:13])[CH3:12])[C:9]=2[CH:10]=1.[NH2:17][CH2:18][C:19]1[C:20](=[O:29])[NH:21][C:22]([CH3:28])=[CH:23][C:24]=1[CH:25]([CH3:27])[CH3:26], predict the reaction product. The product is: [Br:1][C:2]1[CH:3]=[C:4]([C:14]([NH:17][CH2:18][C:19]2[C:20](=[O:29])[NH:21][C:22]([CH3:28])=[CH:23][C:24]=2[CH:25]([CH3:26])[CH3:27])=[O:16])[C:5]2[CH:6]=[N:7][N:8]([CH:11]([CH3:12])[CH3:13])[C:9]=2[CH:10]=1. (8) Given the reactants [Cl:1][C:2]1[CH:32]=[CH:31][C:5]([CH2:6][N:7]2[C:15]3[C:10](=[CH:11][C:12](/[CH:16]=[C:17]4/[C:18](=[O:30])[N:19]([C@@H:23]5[CH2:28][CH2:27][NH:26][CH2:25][C@H:24]5[F:29])[C:20](=[O:22])[S:21]/4)=[CH:13][CH:14]=3)[CH:9]=[N:8]2)=[C:4]([C:33]([F:36])([F:35])[F:34])[CH:3]=1.Br[CH2:38][C:39]#[N:40], predict the reaction product. The product is: [Cl:1][C:2]1[CH:32]=[CH:31][C:5]([CH2:6][N:7]2[C:15]3[C:10](=[CH:11][C:12](/[CH:16]=[C:17]4/[C:18](=[O:30])[N:19]([C@@H:23]5[CH2:28][CH2:27][N:26]([CH2:38][C:39]#[N:40])[CH2:25][C@H:24]5[F:29])[C:20](=[O:22])[S:21]/4)=[CH:13][CH:14]=3)[CH:9]=[N:8]2)=[C:4]([C:33]([F:36])([F:35])[F:34])[CH:3]=1. (9) Given the reactants Br[C:2]1[CH:7]=[CH:6][CH:5]=[C:4]([F:8])[C:3]=1[F:9].C([Li])CCC.[CH2:15]([N:22]1[CH2:26][CH2:25][C:24](=[O:27])[CH2:23]1)[C:16]1[CH:21]=[CH:20][CH:19]=[CH:18][CH:17]=1.[Cl-].[NH4+], predict the reaction product. The product is: [CH2:15]([N:22]1[CH2:26][CH2:25][C:24]([C:2]2[CH:7]=[CH:6][CH:5]=[C:4]([F:8])[C:3]=2[F:9])([OH:27])[CH2:23]1)[C:16]1[CH:17]=[CH:18][CH:19]=[CH:20][CH:21]=1. (10) The product is: [NH2:1][C:2]1[N:12]=[CH:11][C:10]([NH2:13])=[CH:9][C:3]=1[C:4]([O:6][CH2:7][CH3:8])=[O:5]. Given the reactants [NH2:1][C:2]1[N:12]=[CH:11][C:10]([N+:13]([O-])=O)=[CH:9][C:3]=1[C:4]([O:6][CH2:7][CH3:8])=[O:5], predict the reaction product.